Task: Predict the reaction yield, written as a fraction of the theoretical maximum amount of product (1.0 means a 100% yield; for example, 0.34 means a 34% yield).. Dataset: Reaction yield outcomes from USPTO patents with 853,638 reactions (1) The reactants are C[O:2][C:3](=[O:38])[CH2:4][NH:5][C:6](=[O:37])[C:7]1[CH:12]=[C:11]([Cl:13])[C:10]([O:14][C:15]2[CH:20]=[CH:19][N:18]=[CH:17][C:16]=2[C:21]([N:23]2[C:32]3[C:27](=[CH:28][CH:29]=[CH:30][CH:31]=3)[N:26]([CH:33]3[CH2:35][CH2:34]3)[CH2:25][CH2:24]2)=[O:22])=[CH:9][C:8]=1[Cl:36].O.[OH-].[Li+]. The catalyst is O1CCOCC1.O. The product is [Cl:36][C:8]1[CH:9]=[C:10]([O:14][C:15]2[CH:20]=[CH:19][N:18]=[CH:17][C:16]=2[C:21]([N:23]2[C:32]3[C:27](=[CH:28][CH:29]=[CH:30][CH:31]=3)[N:26]([CH:33]3[CH2:35][CH2:34]3)[CH2:25][CH2:24]2)=[O:22])[C:11]([Cl:13])=[CH:12][C:7]=1[C:6]([NH:5][CH2:4][C:3]([OH:38])=[O:2])=[O:37]. The yield is 0.630. (2) The reactants are Cl[C:2]1[CH:3]=[C:4]([N:8]([C:10]2[CH:15]=[CH:14][C:13]([O:16][CH3:17])=[CH:12][CH:11]=2)[CH3:9])[CH:5]=[CH:6][CH:7]=1.[CH3:18][N:19]1[CH2:24][CH2:23][NH:22][CH2:21][CH2:20]1.C1(C2C=CC=CC=2)C=CC=CC=1P(C1CCCCC1)C1CCCCC1.CC([O-])(C)C.[K+]. The catalyst is C1(C)C=CC=CC=1.C1C=CC(/C=C/C(/C=C/C2C=CC=CC=2)=O)=CC=1.C1C=CC(/C=C/C(/C=C/C2C=CC=CC=2)=O)=CC=1.C1C=CC(/C=C/C(/C=C/C2C=CC=CC=2)=O)=CC=1.[Pd].[Pd]. The product is [CH3:17][O:16][C:13]1[CH:14]=[CH:15][C:10]([N:8]([CH3:9])[C:4]2[CH:5]=[CH:6][CH:7]=[C:2]([N:22]3[CH2:23][CH2:24][N:19]([CH3:18])[CH2:20][CH2:21]3)[CH:3]=2)=[CH:11][CH:12]=1. The yield is 0.480.